This data is from Catalyst prediction with 721,799 reactions and 888 catalyst types from USPTO. The task is: Predict which catalyst facilitates the given reaction. (1) Reactant: [CH3:1][C@H:2]1[CH2:7][CH2:6][C@H:5]([C:8]([N:10]([CH:23]([CH3:25])[CH3:24])[C:11]2[CH:12]=[C:13](B(O)O)[S:14][C:15]=2[C:16]([O:18][CH3:19])=[O:17])=[O:9])[CH2:4][CH2:3]1.Br[C:27]1[CH:32]=[CH:31][C:30]([C:33]2[CH:42]=[C:36]3[N:37]=[C:38]([CH3:41])[CH:39]=[CH:40][N:35]3[N:34]=2)=[CH:29][CH:28]=1.[F-].[Cs+].COCCOC. Product: [CH3:1][CH:2]1[CH2:7][CH2:6][CH:5]([C:8]([N:10]([CH:23]([CH3:25])[CH3:24])[C:11]2[CH:12]=[C:13]([C:27]3[CH:28]=[CH:29][C:30]([C:33]4[CH:42]=[C:36]5[N:37]=[C:38]([CH3:41])[CH:39]=[CH:40][N:35]5[N:34]=4)=[CH:31][CH:32]=3)[S:14][C:15]=2[C:16]([O:18][CH3:19])=[O:17])=[O:9])[CH2:4][CH2:3]1. The catalyst class is: 103. (2) Reactant: C[O:2][C:3](=[O:15])[C:4]1[CH:13]=[C:12]([Br:14])[CH:11]=[C:6]([C:7]([O:9][CH3:10])=[O:8])[CH:5]=1.[OH-].[Na+]. Product: [Br:14][C:12]1[CH:13]=[C:4]([CH:5]=[C:6]([C:7]([O:9][CH3:10])=[O:8])[CH:11]=1)[C:3]([OH:15])=[O:2]. The catalyst class is: 95. (3) Reactant: [ClH:1].[Cl:2][C:3]1[CH:4]=[C:5]2[C:10](=[CH:11][CH:12]=1)[CH:9]=[C:8]([S:13]([CH2:16][C@@H:17]([NH:36]C(=O)OC(C)(C)C)[C:18]([N:20]1[CH2:25][CH2:24][CH:23]([N:26]3[CH2:30][C:29]4=[CH:31][N:32]=[C:33]([CH3:34])[N:28]4[C:27]3=[O:35])[CH2:22][CH2:21]1)=[O:19])(=[O:15])=[O:14])[CH:7]=[CH:6]2. Product: [ClH:2].[ClH:1].[NH2:36][C@H:17]([CH2:16][S:13]([C:8]1[CH:7]=[CH:6][C:5]2[C:10](=[CH:11][CH:12]=[C:3]([Cl:2])[CH:4]=2)[CH:9]=1)(=[O:14])=[O:15])[C:18]([N:20]1[CH2:21][CH2:22][CH:23]([N:26]2[CH2:30][C:29]3=[CH:31][N:32]=[C:33]([CH3:34])[N:28]3[C:27]2=[O:35])[CH2:24][CH2:25]1)=[O:19]. The catalyst class is: 357. (4) Reactant: [C:1]([O:4][C@H:5]1[C@H:11]([O:12][C:13](=[O:15])[CH3:14])[C@@H:10]([O:16][C:17](=[O:19])[CH3:18])[C@:9]2([C:21]3[CH:26]=[CH:25][C:24]([Cl:27])=[C:23]([CH2:28]Br)[CH:22]=3)[O:20][C@@:6]1([CH2:30][O:31][C:32](=[O:34])[CH3:33])[CH2:7][O:8]2)(=[O:3])[CH3:2].CC1(C)C(C)(C)OB([C:43]2[CH:48]=[CH:47][C:46]([C:49](=[O:51])[CH3:50])=[CH:45][CH:44]=2)O1.[F-].[Cs+]. Product: [C:1]([O:4][C@H:5]1[C@H:11]([O:12][C:13](=[O:15])[CH3:14])[C@@H:10]([O:16][C:17](=[O:19])[CH3:18])[C@:9]2([C:21]3[CH:26]=[CH:25][C:24]([Cl:27])=[C:23]([CH2:28][C:43]4[CH:48]=[CH:47][C:46]([C:49](=[O:51])[CH3:50])=[CH:45][CH:44]=4)[CH:22]=3)[O:20][C@@:6]1([CH2:30][O:31][C:32](=[O:34])[CH3:33])[CH2:7][O:8]2)(=[O:3])[CH3:2]. The catalyst class is: 203. (5) Reactant: [Br:1][C:2]1[C:14](=[O:15])[N:13]([CH:16]2[CH2:20][CH2:19][CH2:18][CH2:17]2)[C:5]2[N:6]=[C:7](S(C)=O)[N:8]=[CH:9][C:4]=2[C:3]=1[CH3:21].[C:22]([O:26][C:27]([N:29]1[CH2:34][CH2:33][N:32](C2C=NC(N)=CC=2)[CH2:31][CH2:30]1)=[O:28])([CH3:25])([CH3:24])[CH3:23].CO.C(Cl)Cl. Product: [C:22]([O:26][C:27]([N:29]1[CH2:30][CH2:31][NH:32][CH2:33][CH:34]1[C:2]1[CH:14]=[N:13][C:5]([NH:6][C:7]2[N:8]=[CH:9][C:4]3[C:3]([CH3:21])=[C:2]([Br:1])[C:14](=[O:15])[N:13]([CH:16]4[CH2:20][CH2:19][CH2:18][CH2:17]4)[C:5]=3[N:6]=2)=[CH:4][CH:3]=1)=[O:28])([CH3:23])([CH3:24])[CH3:25]. The catalyst class is: 11.